The task is: Regression. Given two drug SMILES strings and cell line genomic features, predict the synergy score measuring deviation from expected non-interaction effect.. This data is from Merck oncology drug combination screen with 23,052 pairs across 39 cell lines. (1) Drug 1: CN(Cc1cnc2nc(N)nc(N)c2n1)c1ccc(C(=O)NC(CCC(=O)O)C(=O)O)cc1. Drug 2: Cn1nnc2c(C(N)=O)ncn2c1=O. Cell line: NCIH1650. Synergy scores: synergy=-12.3. (2) Drug 1: O=S1(=O)NC2(CN1CC(F)(F)F)C1CCC2Cc2cc(C=CCN3CCC(C(F)(F)F)CC3)ccc2C1. Drug 2: C#Cc1cccc(Nc2ncnc3cc(OCCOC)c(OCCOC)cc23)c1. Cell line: SW837. Synergy scores: synergy=28.8. (3) Drug 2: CCN(CC)CCNC(=O)c1c(C)[nH]c(C=C2C(=O)Nc3ccc(F)cc32)c1C. Synergy scores: synergy=-1.19. Cell line: ES2. Drug 1: O=S1(=O)NC2(CN1CC(F)(F)F)C1CCC2Cc2cc(C=CCN3CCC(C(F)(F)F)CC3)ccc2C1.